Dataset: Full USPTO retrosynthesis dataset with 1.9M reactions from patents (1976-2016). Task: Predict the reactants needed to synthesize the given product. (1) Given the product [C:1]([C:4]1[NH:8][N:7]=[C:6]2[CH2:9][N:10]([C@H:12]3[CH2:17][S:16][CH:15]([C:18]4[CH:23]=[C:22]([F:24])[CH:21]=[CH:20][C:19]=4[F:25])[C@@H:14]([NH:26][C:27](=[O:33])[O:28][C:29]([CH3:31])([CH3:30])[CH3:32])[CH2:13]3)[CH2:11][C:5]=12)#[N:2], predict the reactants needed to synthesize it. The reactants are: [C:1]([C:4]1[NH:8][N:7]=[C:6]2[CH2:9][N:10]([C@H:12]3[CH2:17][S:16][CH:15]([C:18]4[CH:23]=[C:22]([F:24])[CH:21]=[CH:20][C:19]=4[F:25])[C@@H:14]([NH:26][C:27](=[O:33])[O:28][C:29]([CH3:32])([CH3:31])[CH3:30])[CH2:13]3)[CH2:11][C:5]=12)(=O)[NH2:2].P(Cl)(Cl)(Cl)=O. (2) Given the product [CH:13]1([NH:19][C:20]2[C:25]([CH:26]=[O:27])=[C:24]([CH3:32])[N:23]=[C:22]3[N:33]([CH2:36][CH3:37])[N:34]=[CH:35][C:21]=23)[CH2:14][CH2:15][CH2:16][CH2:17][CH2:18]1, predict the reactants needed to synthesize it. The reactants are: COCCO[AlH2-]OCCOC.[Na+].[CH:13]1([NH:19][C:20]2[C:25]([C:26](N(OC)C)=[O:27])=[C:24]([CH3:32])[N:23]=[C:22]3[N:33]([CH2:36][CH3:37])[N:34]=[CH:35][C:21]=23)[CH2:18][CH2:17][CH2:16][CH2:15][CH2:14]1.C(O)(=O)CC(CC(O)=O)(C(O)=O)O. (3) Given the product [CH3:4][O:3][P:2]([CH2:1][C:15](=[O:16])[C:14]([F:24])([F:13])[CH2:20][CH2:21][CH2:22][CH3:23])(=[O:7])[O:5][CH3:6], predict the reactants needed to synthesize it. The reactants are: [CH3:1][P:2](=[O:7])([O:5][CH3:6])[O:3][CH3:4].C([Li])CCC.[F:13][C:14]([F:24])([CH2:20][CH2:21][CH2:22][CH3:23])[C:15](OCC)=[O:16].OS(O)(=O)=O. (4) The reactants are: [Cl:1][C:2]1[N:7]=[CH:6][C:5](Cl)=[CH:4][N:3]=1.[F:9][C:10]([F:22])([F:21])[O:11][C:12]1[CH:17]=[CH:16][C:15](B(O)O)=[CH:14][CH:13]=1. Given the product [Cl:1][C:2]1[N:7]=[CH:6][C:5]([C:15]2[CH:14]=[CH:13][C:12]([O:11][C:10]([F:9])([F:21])[F:22])=[CH:17][CH:16]=2)=[CH:4][N:3]=1, predict the reactants needed to synthesize it. (5) Given the product [C:1]([O:5][C:6](=[O:33])[C:7]1[CH:8]=[CH:9][C:10]([CH2:13][CH2:14][CH2:15][CH2:16][CH2:17][CH2:18][CH2:19][CH2:20][CH2:21][CH2:22][C:23](=[O:25])[NH:34][CH2:35][CH2:36][CH2:37][C:38]([OH:40])=[O:39])=[CH:11][CH:12]=1)([CH3:2])([CH3:3])[CH3:4], predict the reactants needed to synthesize it. The reactants are: [C:1]([O:5][C:6](=[O:33])[C:7]1[CH:12]=[CH:11][C:10]([CH2:13][CH2:14][CH2:15][CH2:16][CH2:17][CH2:18][CH2:19][CH2:20][CH2:21][CH2:22][C:23]([O:25]N2C(=O)CCC2=O)=O)=[CH:9][CH:8]=1)([CH3:4])([CH3:3])[CH3:2].[NH2:34][CH2:35][CH2:36][CH2:37][C:38]([OH:40])=[O:39]. (6) The reactants are: [C:1]([O:5][C:6](=[O:39])[CH2:7][CH2:8][C@H:9]([NH:28]C(OCC1C=CC=CC=1)=O)[C:10](=[O:27])[N:11]1[CH2:16][CH2:15][N:14]([C:17]2[CH:22]=[CH:21][CH:20]=[C:19]([C:23]([F:26])([F:25])[F:24])[CH:18]=2)[CH2:13][CH2:12]1)([CH3:4])([CH3:3])[CH3:2].[H][H]. Given the product [C:1]([O:5][C:6](=[O:39])[CH2:7][CH2:8][C@H:9]([NH2:28])[C:10](=[O:27])[N:11]1[CH2:16][CH2:15][N:14]([C:17]2[CH:22]=[CH:21][CH:20]=[C:19]([C:23]([F:25])([F:26])[F:24])[CH:18]=2)[CH2:13][CH2:12]1)([CH3:4])([CH3:2])[CH3:3], predict the reactants needed to synthesize it.